This data is from Catalyst prediction with 721,799 reactions and 888 catalyst types from USPTO. The task is: Predict which catalyst facilitates the given reaction. Reactant: [C:1]([Si:5]([O:8][CH:9]1[CH2:18][CH2:17][C:16]2[C:11](=[C:12]([N:19]=[C:20]=[S:21])[CH:13]=[CH:14][CH:15]=2)[CH2:10]1)([CH3:7])[CH3:6])([CH3:4])([CH3:3])[CH3:2].[NH3:22]. Product: [Si:5]([O:8][CH:9]1[CH2:10][C:11]2[C:12]([NH:19][C:20]([NH2:22])=[S:21])=[CH:13][CH:14]=[CH:15][C:16]=2[CH2:17][CH2:18]1)([C:1]([CH3:4])([CH3:2])[CH3:3])([CH3:7])[CH3:6]. The catalyst class is: 1.